Dataset: Reaction yield outcomes from USPTO patents with 853,638 reactions. Task: Predict the reaction yield, written as a fraction of the theoretical maximum amount of product (1.0 means a 100% yield; for example, 0.34 means a 34% yield). (1) The reactants are C(O)(C(F)(F)F)=O.[F:8][C:9]([F:49])([F:48])[C:10]1[N:14]2[N:15]=[C:16]([N:19]3[CH2:24][CH2:23][CH:22]([C:25]4[CH:47]=[CH:46][C:28]([O:29][CH2:30][CH2:31][CH2:32][N:33]5[CH2:38][CH2:37][N:36](C(OC(C)(C)C)=O)[CH2:35][CH2:34]5)=[CH:27][CH:26]=4)[CH2:21][CH2:20]3)[CH2:17][CH2:18][C:13]2=[N:12][N:11]=1. The catalyst is C(Cl)Cl. The product is [N:33]1([CH2:32][CH2:31][CH2:30][O:29][C:28]2[CH:27]=[CH:26][C:25]([CH:22]3[CH2:21][CH2:20][N:19]([C:16]4[CH2:17][CH2:18][C:13]5[N:14]([C:10]([C:9]([F:49])([F:48])[F:8])=[N:11][N:12]=5)[N:15]=4)[CH2:24][CH2:23]3)=[CH:47][CH:46]=2)[CH2:34][CH2:35][NH:36][CH2:37][CH2:38]1. The yield is 0.980. (2) The reactants are [OH:1][C:2]1[C:10]([C:11]([O:13][CH3:14])=[O:12])=[CH:9][CH:8]=[C:7]2[C:3]=1[CH:4]=[CH:5][N:6]2[CH3:15].C([O-])([O-])=O.[K+].[K+].[CH:22]1[CH:27]=[CH:26][C:25]([CH2:28]Br)=[CH:24][CH:23]=1. The catalyst is CC#N.[Na+].[I-]. The product is [CH2:28]([O:1][C:2]1[C:10]([C:11]([O:13][CH3:14])=[O:12])=[CH:9][CH:8]=[C:7]2[C:3]=1[CH:4]=[CH:5][N:6]2[CH3:15])[C:25]1[CH:26]=[CH:27][CH:22]=[CH:23][CH:24]=1. The yield is 0.850. (3) The reactants are C([O:3][C:4](=[O:21])[CH:5]([C:12]1[CH:17]=[CH:16][C:15]([S:18][CH3:19])=[C:14]([Cl:20])[CH:13]=1)[CH2:6][CH:7]1[CH2:11][CH2:10][CH2:9][CH2:8]1)C.[OH-].[K+].Cl. The catalyst is C(O)C. The product is [Cl:20][C:14]1[CH:13]=[C:12]([CH:5]([CH2:6][CH:7]2[CH2:11][CH2:10][CH2:9][CH2:8]2)[C:4]([OH:21])=[O:3])[CH:17]=[CH:16][C:15]=1[S:18][CH3:19]. The yield is 0.700.